From a dataset of Full USPTO retrosynthesis dataset with 1.9M reactions from patents (1976-2016). Predict the reactants needed to synthesize the given product. (1) Given the product [C:19]1([CH:18]([C:25]2[CH:26]=[CH:27][CH:28]=[CH:29][CH:30]=2)[N:14]2[CH:15]=[CH:16][CH:17]=[C:12]([C:10]([NH:9][C@@H:4]([CH2:3][CH2:2][NH:1][C:60]([NH:59][S:56]([C:53]3[C:52]([CH3:64])=[C:51]4[C:50](=[C:49]([CH3:48])[C:54]=3[CH3:55])[O:68][C:67]([CH3:69])([CH3:70])[CH2:66][CH2:65]4)(=[O:57])=[O:58])=[NH:61])[C:5]([O:7][CH3:8])=[O:6])=[O:11])[C:13]2=[O:31])[CH:24]=[CH:23][CH:22]=[CH:21][CH:20]=1, predict the reactants needed to synthesize it. The reactants are: [NH2:1][CH2:2][CH2:3][C@H:4]([NH:9][C:10]([C:12]1[C:13](=[O:31])[N:14]([CH:18]([C:25]2[CH:30]=[CH:29][CH:28]=[CH:27][CH:26]=2)[C:19]2[CH:24]=[CH:23][CH:22]=[CH:21][CH:20]=2)[CH:15]=[CH:16][CH:17]=1)=[O:11])[C:5]([O:7][CH3:8])=[O:6].C(O)(C(F)(F)F)=O.CCN(C(C)C)C(C)C.[CH3:48][C:49]1[C:54]([CH3:55])=[C:53]([S:56](/[N:59]=[C:60](/SC)\[NH2:61])(=[O:58])=[O:57])[C:52]([CH3:64])=[C:51]2[CH2:65][CH2:66][C:67]([CH3:70])([CH3:69])[O:68][C:50]=12. (2) Given the product [CH2:1]([O:3][C:4](=[O:31])[CH2:5][S:6][C:7]1[N:8]([C:24]2[CH:29]=[CH:28][CH:27]=[C:26]([F:30])[CH:25]=2)[C:9](=[O:23])[C:10]2[C:15]([C:16]3[CH:21]=[CH:20][CH:19]=[CH:18][C:17]=3[O:22][CH2:39][CH2:40][CH2:41][Cl:42])=[CH:14][S:13][C:11]=2[N:12]=1)[CH3:2], predict the reactants needed to synthesize it. The reactants are: [CH2:1]([O:3][C:4](=[O:31])[CH2:5][S:6][C:7]1[N:8]([C:24]2[CH:29]=[CH:28][CH:27]=[C:26]([F:30])[CH:25]=2)[C:9](=[O:23])[C:10]2[C:15]([C:16]3[CH:21]=[CH:20][CH:19]=[CH:18][C:17]=3[OH:22])=[CH:14][S:13][C:11]=2[N:12]=1)[CH3:2].C([O-])([O-])=O.[K+].[K+].Br[CH2:39][CH2:40][CH2:41][Cl:42].C([O-])(O)=O.[Na+].